This data is from CYP2D6 inhibition data for predicting drug metabolism from PubChem BioAssay. The task is: Regression/Classification. Given a drug SMILES string, predict its absorption, distribution, metabolism, or excretion properties. Task type varies by dataset: regression for continuous measurements (e.g., permeability, clearance, half-life) or binary classification for categorical outcomes (e.g., BBB penetration, CYP inhibition). Dataset: cyp2d6_veith. The molecule is CC(=O)[C@@H]1CC[C@@H]2[C@@H]3CCC4=CC(=O)CC[C@@]4(C)[C@H]3CC[C@@]12C. The result is 0 (non-inhibitor).